The task is: Predict which catalyst facilitates the given reaction.. This data is from Catalyst prediction with 721,799 reactions and 888 catalyst types from USPTO. (1) Reactant: [CH2:1]1[C:9]2[C:4](=[CH:5][C:6]([C:10]([O:12]CC)=[O:11])=[CH:7][CH:8]=2)[CH2:3][N:2]1[C:15]([O:17][C:18]([CH3:21])([CH3:20])[CH3:19])=[O:16].C1COCC1.[OH-].[Na+].Cl. Product: [C:18]([O:17][C:15]([N:2]1[CH2:3][C:4]2[C:9](=[CH:8][CH:7]=[C:6]([C:10]([OH:12])=[O:11])[CH:5]=2)[CH2:1]1)=[O:16])([CH3:21])([CH3:19])[CH3:20]. The catalyst class is: 8. (2) Reactant: [Br:1][C:2]1[CH:3]=[C:4]([CH:19]=[CH:20][C:21]=1F)[C:5]([NH:7][C:8]1[CH:13]=[CH:12][C:11]([O:14][C:15]([F:18])([F:17])[F:16])=[CH:10][CH:9]=1)=[O:6].[NH:23]1[CH2:27][C@@H:26]([OH:28])[C@@H:25]([OH:29])[CH2:24]1.Cl. Product: [Br:1][C:2]1[CH:3]=[C:4]([CH:19]=[CH:20][C:21]=1[N:23]1[CH2:27][C@@H:26]([OH:28])[C@@H:25]([OH:29])[CH2:24]1)[C:5]([NH:7][C:8]1[CH:13]=[CH:12][C:11]([O:14][C:15]([F:18])([F:17])[F:16])=[CH:10][CH:9]=1)=[O:6]. The catalyst class is: 16. (3) Reactant: [CH3:1][C:2]1[C:7]([CH3:8])=[CH:6][CH:5]=[CH:4][C:3]=1[C:9]1[CH:14]=[CH:13][CH:12]=[CH:11][C:10]=1[CH2:15][CH2:16][C:17](O)=[O:18].[CH:20]([NH:23][NH:24][C:25](=[O:37])[C:26]1[CH:31]=[CH:30][CH:29]=[CH:28][C:27]=1[O:32][CH2:33][CH2:34][O:35][CH3:36])([CH3:22])[CH3:21].C(N(CC)CC)C.C1C=CC2N(O)N=NC=2C=1.CCN=C=NCCCN(C)C. Product: [CH3:1][C:2]1[C:7]([CH3:8])=[CH:6][CH:5]=[CH:4][C:3]=1[C:9]1[CH:14]=[CH:13][CH:12]=[CH:11][C:10]=1[CH2:15][CH2:16][C:17]([N:23]([CH:20]([CH3:22])[CH3:21])[NH:24][C:25](=[O:37])[C:26]1[CH:31]=[CH:30][CH:29]=[CH:28][C:27]=1[O:32][CH2:33][CH2:34][O:35][CH3:36])=[O:18]. The catalyst class is: 3. (4) Reactant: [CH3:1][O:2][C:3]1[CH:4]=[C:5]2[C:10](=[CH:11][C:12]=1[O:13][CH3:14])[N:9]=[CH:8][CH:7]=[C:6]2[OH:15].F[C:17]1[CH:18]=[CH:19][C:20]([N+:23]([O-:25])=[O:24])=[N:21][CH:22]=1.C(=O)([O-])[O-].[Cs+].[Cs+]. Product: [CH3:1][O:2][C:3]1[CH:4]=[C:5]2[C:10](=[CH:11][C:12]=1[O:13][CH3:14])[N:9]=[CH:8][CH:7]=[C:6]2[O:15][C:17]1[CH:22]=[N:21][C:20]([N+:23]([O-:25])=[O:24])=[CH:19][CH:18]=1. The catalyst class is: 18. (5) Product: [CH3:17][O:16][C:10]1[CH:9]=[C:8]([C:6]([C:5]2[C:20]3[CH:19]=[C:18]([OH:25])[CH:23]=[CH:22][C:21]=3[O:24][CH:4]=2)=[O:7])[CH:13]=[CH:12][C:11]=1[O:14][CH3:15]. Reactant: CN([CH:4]=[CH:5][C:6]([C:8]1[CH:13]=[CH:12][C:11]([O:14][CH3:15])=[C:10]([O:16][CH3:17])[CH:9]=1)=[O:7])C.[C:18]1(=[O:25])[CH:23]=[CH:22][C:21](=[O:24])[CH:20]=[CH:19]1. The catalyst class is: 15. (6) Reactant: C([O:4][CH2:5][C:6]1[CH:15]=[CH:14][C:9]([C:10]([O:12][CH3:13])=[O:11])=[CH:8][C:7]=1[CH3:16])(=O)C.C[O-].[Na+]. Product: [OH:4][CH2:5][C:6]1[CH:15]=[CH:14][C:9]([C:10]([O:12][CH3:13])=[O:11])=[CH:8][C:7]=1[CH3:16]. The catalyst class is: 5. (7) Reactant: [NH2:1][C:2]1[CH:3]=[CH:4][C:5]2[O:10][C@@:9]([CH:12]([O:15][CH3:16])[O:13][CH3:14])([CH3:11])[C@H:8]([OH:17])[C@@H:7]([N:18]3[C:22]4[CH:23]=[CH:24][CH:25]=[CH:26][C:21]=4[NH:20][C:19]3=[N:27][C:28]#[N:29])[C:6]=2[CH:30]=1.[C:31](Cl)(=[O:38])[C:32]1[CH:37]=[CH:36][CH:35]=[CH:34][CH:33]=1.C(N(CC)CC)C.C([O-])(O)=O.[Na+]. Product: [C:31]([NH:1][C:2]1[CH:3]=[CH:4][C:5]2[O:10][C@@:9]([CH:12]([O:15][CH3:16])[O:13][CH3:14])([CH3:11])[C@H:8]([OH:17])[C@@H:7]([N:18]3[C:22]4[CH:23]=[CH:24][CH:25]=[CH:26][C:21]=4[NH:20][C:19]3=[N:27][C:28]#[N:29])[C:6]=2[CH:30]=1)(=[O:38])[C:32]1[CH:37]=[CH:36][CH:35]=[CH:34][CH:33]=1. The catalyst class is: 1.